From a dataset of Full USPTO retrosynthesis dataset with 1.9M reactions from patents (1976-2016). Predict the reactants needed to synthesize the given product. (1) Given the product [CH3:1][C@H:2]1[O:7][C@@H:6]([CH3:8])[CH2:5][N:4]([C:9]2[C:16]([F:17])=[CH:15][C:14]([C:18]#[C:19][C:21]3[S:22][C:23]([CH3:26])=[N:24][N:25]=3)=[CH:13][C:10]=2[CH:11]=[O:12])[CH2:3]1, predict the reactants needed to synthesize it. The reactants are: [CH3:1][C@@H:2]1[O:7][C@H:6]([CH3:8])[CH2:5][N:4]([C:9]2[C:16]([F:17])=[CH:15][C:14]([C:18]#[CH:19])=[CH:13][C:10]=2[CH:11]=[O:12])[CH2:3]1.Br[C:21]1[S:22][C:23]([CH3:26])=[N:24][N:25]=1. (2) The reactants are: [O:1]=[C:2]1[CH2:7][CH2:6][N:5]([C:8]2[CH:13]=[CH:12][C:11]([N:14]3[CH2:18][C@H:17]([CH2:19][NH:20][C:21](=[O:23])[CH3:22])[O:16][C:15]3=[O:24])=[CH:10][C:9]=2[F:25])[CH2:4][C:3]1([CH3:27])[CH3:26].[CH3:28][Li]. Given the product [CH3:26][C:3]1([CH3:27])[C:2]([CH3:28])([OH:1])[CH2:7][CH2:6][N:5]([C:8]2[CH:13]=[CH:12][C:11]([N:14]3[CH2:18][C@H:17]([CH2:19][NH:20][C:21](=[O:23])[CH3:22])[O:16][C:15]3=[O:24])=[CH:10][C:9]=2[F:25])[CH2:4]1, predict the reactants needed to synthesize it. (3) Given the product [N:9]1[CH:14]=[CH:13][CH:12]=[CH:11][C:10]=1[C:15]1[CH:23]=[CH:22][C:18]([C:19]([NH:27][CH2:26][CH2:24][OH:25])=[O:20])=[CH:17][CH:16]=1, predict the reactants needed to synthesize it. The reactants are: C(N(CC)CC)C.Cl.[N:9]1[CH:14]=[CH:13][CH:12]=[CH:11][C:10]=1[C:15]1[CH:23]=[CH:22][C:18]([C:19](Cl)=[O:20])=[CH:17][CH:16]=1.[CH2:24]([CH2:26][NH2:27])[OH:25]. (4) Given the product [CH2:1]([O:3][C:4]1[CH:5]=[C:6]2[C:11](=[C:12]3[CH2:16][C:15]([CH3:18])([CH3:17])[O:14][C:13]=13)[C:10]([C:19]1[CH:24]=[CH:23][C:22](/[CH:25]=[CH:26]/[C:27]([OH:29])=[O:28])=[C:21]([CH3:31])[CH:20]=1)=[N:9][C:8]([CH3:32])([CH3:33])[CH2:7]2)[CH3:2], predict the reactants needed to synthesize it. The reactants are: [CH2:1]([O:3][C:4]1[CH:5]=[C:6]2[C:11](=[C:12]3[CH2:16][C:15]([CH3:18])([CH3:17])[O:14][C:13]=13)[C:10]([C:19]1[CH:24]=[CH:23][C:22](/[CH:25]=[CH:26]/[C:27]([O:29]C)=[O:28])=[C:21]([CH3:31])[CH:20]=1)=[N:9][C:8]([CH3:33])([CH3:32])[CH2:7]2)[CH3:2].[OH-].[Na+].Cl. (5) The reactants are: [O:1]([C:8]1[CH:13]=[CH:12][CH:11]=[CH:10][C:9]=1[NH:14][S:15]([C:18]1[CH:26]=[CH:25][C:21]([C:22](O)=[O:23])=[CH:20][CH:19]=1)(=[O:17])=[O:16])[C:2]1[CH:7]=[CH:6][CH:5]=[CH:4][CH:3]=1.[N:27]1([CH2:33][CH2:34][NH2:35])[CH2:32][CH2:31][CH2:30][CH2:29][CH2:28]1. Given the product [O:1]([C:8]1[CH:13]=[CH:12][CH:11]=[CH:10][C:9]=1[NH:14][S:15]([C:18]1[CH:19]=[CH:20][C:21]([C:22]([NH:35][CH2:34][CH2:33][N:27]2[CH2:32][CH2:31][CH2:30][CH2:29][CH2:28]2)=[O:23])=[CH:25][CH:26]=1)(=[O:17])=[O:16])[C:2]1[CH:3]=[CH:4][CH:5]=[CH:6][CH:7]=1, predict the reactants needed to synthesize it. (6) Given the product [F:9][C:8]([F:11])([F:10])[C:5]1[CH:6]=[CH:7][C:2]([C:17](=[O:21])/[CH:18]=[CH:19]/[CH3:20])=[CH:3][CH:4]=1, predict the reactants needed to synthesize it. The reactants are: I[C:2]1[CH:7]=[CH:6][C:5]([C:8]([F:11])([F:10])[F:9])=[CH:4][CH:3]=1.C([Mg]Cl)(C)C.[C:17](Cl)(=[O:21])/[CH:18]=[CH:19]/[CH3:20].Cl. (7) Given the product [Br:1][C:2]1[CH:3]=[CH:4][C:5]([N:15]2[CH2:16][CH2:17][CH:12]([CH3:11])[CH2:13][CH2:14]2)=[C:6]([CH:9]=1)[CH:7]=[O:8], predict the reactants needed to synthesize it. The reactants are: [Br:1][C:2]1[CH:3]=[CH:4][C:5](F)=[C:6]([CH:9]=1)[CH:7]=[O:8].[CH3:11][CH:12]1[CH2:17][CH2:16][NH:15][CH2:14][CH2:13]1.C(=O)([O-])[O-].[K+].[K+].O. (8) Given the product [CH3:22][S:19]([C:16]1[CH:17]=[CH:18][C:13]([C:12]2[N:6]3[C:7]([CH:8]=[N:9][C:4]([NH:34][C:32]4[CH:31]=[CH:30][C:28]5[N:29]=[C:25]([C:24]([F:36])([F:35])[F:23])[NH:26][C:27]=5[CH:33]=4)=[N:5]3)=[CH:10][CH:11]=2)=[CH:14][CH:15]=1)(=[O:21])=[O:20], predict the reactants needed to synthesize it. The reactants are: CS([C:4]1[N:9]=[CH:8][C:7]2=[CH:10][CH:11]=[C:12]([C:13]3[CH:18]=[CH:17][C:16]([S:19]([CH3:22])(=[O:21])=[O:20])=[CH:15][CH:14]=3)[N:6]2[N:5]=1)=O.[F:23][C:24]([F:36])([F:35])[C:25]1[NH:26][C:27]2[CH:33]=[C:32]([NH2:34])[CH:31]=[CH:30][C:28]=2[N:29]=1. (9) The reactants are: [H-].[Na+].[Br:3][C:4]1[CH:9]=[CH:8][C:7]([CH2:10][CH2:11][CH2:12][OH:13])=[CH:6][CH:5]=1.[CH2:14](Br)[C:15]1[CH:20]=[CH:19][CH:18]=[CH:17][CH:16]=1.[Cl-].[NH4+]. Given the product [CH2:14]([O:13][CH2:12][CH2:11][CH2:10][C:7]1[CH:6]=[CH:5][C:4]([Br:3])=[CH:9][CH:8]=1)[C:15]1[CH:20]=[CH:19][CH:18]=[CH:17][CH:16]=1, predict the reactants needed to synthesize it. (10) Given the product [CH:26]1([N:14]([C:12]([C:3]2[C:2]([NH:1][C:39]([NH:38][C:41]3[C:42]([CH3:48])=[CH:43][CH:44]=[CH:45][C:46]=3[CH3:47])=[O:40])=[CH:11][C:10]3[C:5](=[CH:6][CH:7]=[CH:8][CH:9]=3)[CH:4]=2)=[O:13])[CH2:15][C:16]([O:18][CH2:19][C:20]2[CH:21]=[CH:22][CH:23]=[CH:24][CH:25]=2)=[O:17])[CH2:30][CH2:29][CH2:28][CH2:27]1, predict the reactants needed to synthesize it. The reactants are: [NH2:1][C:2]1[C:3]([C:12]([N:14]([CH:26]2[CH2:30][CH2:29][CH2:28][CH2:27]2)[CH2:15][C:16]([O:18][CH2:19][C:20]2[CH:25]=[CH:24][CH:23]=[CH:22][CH:21]=2)=[O:17])=[O:13])=[CH:4][C:5]2[C:10]([CH:11]=1)=[CH:9][CH:8]=[CH:7][CH:6]=2.C(N(CC)CC)C.[N:38]([C:41]1[C:46]([CH3:47])=[CH:45][CH:44]=[CH:43][C:42]=1[CH3:48])=[C:39]=[O:40].